From a dataset of Full USPTO retrosynthesis dataset with 1.9M reactions from patents (1976-2016). Predict the reactants needed to synthesize the given product. (1) Given the product [CH2:41]([NH:48][C:49]([CH:51]1[CH2:56][CH2:55][N:54]([C:12]([C:8]2[N:7]([CH2:6][C:5]3[CH:4]=[CH:3][C:2]([Cl:1])=[CH:16][CH:15]=3)[CH:11]=[CH:10][N:9]=2)=[O:14])[CH2:53][CH2:52]1)=[O:50])[C:42]1[CH:43]=[CH:44][CH:45]=[CH:46][CH:47]=1, predict the reactants needed to synthesize it. The reactants are: [Cl:1][C:2]1[CH:16]=[CH:15][C:5]([CH2:6][N:7]2[CH:11]=[CH:10][N:9]=[C:8]2[C:12]([OH:14])=O)=[CH:4][CH:3]=1.CCN(C(C)C)C(C)C.C(Cl)CCl.C1C=CC2N(O)N=NC=2C=1.Cl.[CH2:41]([NH:48][C:49]([CH:51]1[CH2:56][CH2:55][NH:54][CH2:53][CH2:52]1)=[O:50])[C:42]1[CH:47]=[CH:46][CH:45]=[CH:44][CH:43]=1. (2) Given the product [CH2:3]([NH:11][C:12]1[N:22]=[CH:21][CH:20]=[CH:19][C:13]=1[C:14]([OH:16])=[O:15])[CH2:4][C:5]1[CH:6]=[CH:7][CH:8]=[CH:9][CH:10]=1, predict the reactants needed to synthesize it. The reactants are: [OH-].[Li+].[CH2:3]([NH:11][C:12]1[N:22]=[CH:21][CH:20]=[CH:19][C:13]=1[C:14]([O:16]CC)=[O:15])[CH2:4][C:5]1[CH:10]=[CH:9][CH:8]=[CH:7][CH:6]=1. (3) Given the product [CH3:1][O:2][C:3]([CH:5]1[N:10]([C:39](=[O:43])[CH:36]([NH:31][C:24]([O:26][C:27]([CH3:28])([CH3:29])[CH3:30])=[O:25])[CH2:37][CH:38]=[CH2:61])[CH:9]([CH2:11][CH:12]=[CH2:13])[CH2:8][N:7]([C:14]([O:16][CH2:17][C:18]2[CH:23]=[CH:22][CH:21]=[CH:20][CH:19]=2)=[O:15])[CH2:6]1)=[O:4], predict the reactants needed to synthesize it. The reactants are: [CH3:1][O:2][C:3]([CH:5]1[NH:10][CH:9]([CH2:11][CH:12]=[CH2:13])[CH2:8][N:7]([C:14]([O:16][CH2:17][C:18]2[CH:23]=[CH:22][CH:21]=[CH:20][CH:19]=2)=[O:15])[CH2:6]1)=[O:4].[C:24]([N:31]([CH2:36][CH:37]=[CH2:38])CC(O)=O)([O:26][C:27]([CH3:30])([CH3:29])[CH3:28])=[O:25].[CH2:39]([O:43]C1C=CC2C(=CC=CC=2)N1C(OCC(C)C)=O)C(C)C.[CH2:61]1COCC1. (4) Given the product [C:1]([C@@H:3]1[CH2:7][S:6][C@@H:5]2[CH2:8][C@@H:9]([NH:12][C:13](=[O:19])[O:14][C:15]([CH3:17])([CH3:16])[CH3:18])[C:10](=[O:11])[N:4]12)#[N:2], predict the reactants needed to synthesize it. The reactants are: [C:1]([C@@H:3]1[CH2:7][S:6][C@H:5]2[CH2:8][C@@H:9]([NH:12][C:13](=[O:19])[O:14][C:15]([CH3:18])([CH3:17])[CH3:16])[C:10](=[O:11])[N:4]12)#[N:2].C([C@@H]1CS[C@@H]2C[C@@H](NC(=O)OC(C)(C)C)C(=O)N12)(=O)N. (5) Given the product [O:18]1[CH2:19][CH2:20][CH:15]([O:14][C:4](=[O:5])[C:3]2[CH:7]=[CH:8][C:9]([N+:11]([O-:13])=[O:12])=[CH:10][C:2]=2[OH:1])[CH2:16][CH2:17]1, predict the reactants needed to synthesize it. The reactants are: [OH:1][C:2]1[CH:10]=[C:9]([N+:11]([O-:13])=[O:12])[CH:8]=[CH:7][C:3]=1[C:4](Cl)=[O:5].[OH:14][CH:15]1[CH2:20][CH2:19][O:18][CH2:17][CH2:16]1. (6) Given the product [CH:21]([C@@H:9]1[NH:8][C:14](=[O:15])[C@H:13]([CH:18]([CH3:20])[CH3:19])[NH:12][C:10]1=[O:11])([CH3:23])[CH3:22], predict the reactants needed to synthesize it. The reactants are: C(OC([NH:8][C@@H:9]([CH:21]([CH3:23])[CH3:22])[C:10]([NH:12][C@@H:13]([CH:18]([CH3:20])[CH3:19])[C:14](OC)=[O:15])=[O:11])=O)(C)(C)C. (7) Given the product [ClH:26].[NH2:16][CH2:7][C:6]([C:5]1[CH:10]=[CH:11][CH:12]=[C:3]([C:2]([F:14])([F:13])[F:1])[CH:4]=1)=[O:9], predict the reactants needed to synthesize it. The reactants are: [F:1][C:2]([F:14])([F:13])[C:3]1[CH:4]=[C:5]([CH:10]=[CH:11][CH:12]=1)[C:6](=[O:9])[CH2:7]Br.C1N2CN3CN(C2)C[N:16]1C3.C(Cl)(Cl)(Cl)[Cl:26].